The task is: Predict the reaction yield, written as a fraction of the theoretical maximum amount of product (1.0 means a 100% yield; for example, 0.34 means a 34% yield).. This data is from Reaction yield outcomes from USPTO patents with 853,638 reactions. (1) The reactants are [Cl:1][C:2]1[N:7]=[CH:6][C:5]([CH2:8][C:9]([OH:11])=[O:10])=[CH:4][CH:3]=1.S(=O)(=O)(O)O.[CH2:17](O)[CH3:18]. No catalyst specified. The product is [Cl:1][C:2]1[N:7]=[CH:6][C:5]([CH2:8][C:9]([O:11][CH2:17][CH3:18])=[O:10])=[CH:4][CH:3]=1. The yield is 0.950. (2) The reactants are [C:1]([N:4]([C:8]1[C:17]2[C:12](=[CH:13][CH:14]=[CH:15][C:16]=2[O:18][CH:19]2[CH2:24][CH2:23][CH2:22][CH2:21][CH2:20]2)[N:11]=[C:10]([CH3:25])[C:9]=1[C:26]([O:28][CH2:29][CH3:30])=[O:27])[C:5](=[O:7])[CH3:6])(=[O:3])[CH3:2].C1C=C(Cl)C=C(C(OO)=[O:39])C=1. The catalyst is ClCCCl. The product is [C:1]([N:4]([C:8]1[C:17]2[C:12](=[CH:13][CH:14]=[CH:15][C:16]=2[O:18][CH:19]2[CH2:20][CH2:21][CH2:22][CH2:23][CH2:24]2)[N+:11]([O-:39])=[C:10]([CH3:25])[C:9]=1[C:26]([O:28][CH2:29][CH3:30])=[O:27])[C:5](=[O:7])[CH3:6])(=[O:3])[CH3:2]. The yield is 0.970. (3) The reactants are [N+:1](/[CH:4]=[CH:5]/[CH2:6][CH2:7][CH3:8])([O-:3])=[O:2].[N:9]1[CH:14]=[CH:13][CH:12]=[CH:11][C:10]=1[CH:15]=[O:16].CCOCC.[Na+].[Cl-]. The catalyst is C(Cl)Cl. The product is [N+:1]([CH2:4][C@H:5]([CH2:6][CH2:7][CH3:8])[C:15]([C:10]1[CH:11]=[CH:12][CH:13]=[CH:14][N:9]=1)=[O:16])([O-:3])=[O:2]. The yield is 0.820. (4) The reactants are [CH3:1][N:2]1[CH2:7][CH2:6][N:5]([C:8]2[CH:9]=[N:10][CH:11]=[C:12]([N+:15]([O-])=O)[C:13]=2[NH2:14])[CH2:4][CH2:3]1. The catalyst is CO.[Pd]. The product is [CH3:1][N:2]1[CH2:3][CH2:4][N:5]([C:8]2[C:13]([NH2:14])=[C:12]([NH2:15])[CH:11]=[N:10][CH:9]=2)[CH2:6][CH2:7]1. The yield is 0.990.